From a dataset of Full USPTO retrosynthesis dataset with 1.9M reactions from patents (1976-2016). Predict the reactants needed to synthesize the given product. (1) Given the product [Cl:17][C:7]1[CH:6]=[C:10]2[N:11]=[C:12]([CH3:16])[CH:13]=[C:14]([OH:15])[N:9]2[N:8]=1, predict the reactants needed to synthesize it. The reactants are: C(OC([C:6]1[C:7]([Cl:17])=[N:8][N:9]2[C:14]([OH:15])=[CH:13][C:12]([CH3:16])=[N:11][C:10]=12)=O)C. (2) Given the product [OH:27][CH:24]1[CH2:25][CH2:26][N:22]([C:3]2[C:2]([C:30]3[CH:29]=[N:28][CH:33]=[CH:32][CH:31]=3)=[CH:21][C:6]([C:7]([NH:9][C:10]3[CH:15]=[CH:14][C:13]([O:16][C:17]([F:20])([F:19])[F:18])=[CH:12][CH:11]=3)=[O:8])=[CH:5][N:4]=2)[CH2:23]1, predict the reactants needed to synthesize it. The reactants are: Br[C:2]1[C:3]([N:22]2[CH2:26][CH2:25][CH:24]([OH:27])[CH2:23]2)=[N:4][CH:5]=[C:6]([CH:21]=1)[C:7]([NH:9][C:10]1[CH:15]=[CH:14][C:13]([O:16][C:17]([F:20])([F:19])[F:18])=[CH:12][CH:11]=1)=[O:8].[N:28]1[CH:33]=[CH:32][CH:31]=[C:30](B(O)O)[CH:29]=1. (3) Given the product [OH:1][CH2:2][CH2:3][CH2:4][N:5]1[C:6](=[O:16])[CH:7]=[CH:12][C:13]1=[O:14], predict the reactants needed to synthesize it. The reactants are: [OH:1][CH2:2][CH2:3][CH2:4][N:5]1[C:13](=[O:14])[CH:12]2[CH:7](C3OC2C=C3)[C:6]1=[O:16]. (4) Given the product [Cl:1][C:2]1[C:3](=[O:21])[N:4]([CH2:10][CH2:11][C:12]2[CH:20]=[CH:19][C:15]([C:16]([O:18][C:25]([CH3:28])([CH3:27])[CH3:26])=[O:17])=[CH:14][CH:13]=2)[C:5]([CH3:9])=[C:6]([Cl:8])[CH:7]=1, predict the reactants needed to synthesize it. The reactants are: [Cl:1][C:2]1[C:3](=[O:21])[N:4]([CH2:10][CH2:11][C:12]2[CH:20]=[CH:19][C:15]([C:16]([OH:18])=[O:17])=[CH:14][CH:13]=2)[C:5]([CH3:9])=[C:6]([Cl:8])[CH:7]=1.C(OC(O[C:25]([CH3:28])([CH3:27])[CH3:26])=O)(O[C:25]([CH3:28])([CH3:27])[CH3:26])=O.O.C(OCC)(=O)C. (5) The reactants are: [CH3:1][O:2][C:3]1[CH:8]=[CH:7][CH:6]=[C:5]([O:9][CH3:10])[CH:4]=1.[CH:11]1([CH2:17][CH2:18][C:19](Cl)=[O:20])[CH2:16][CH2:15][CH2:14][CH2:13][CH2:12]1. Given the product [CH3:1][O:2][C:3]1[CH:4]=[C:5]([O:9][CH3:10])[CH:6]=[CH:7][C:8]=1[C:19](=[O:20])[CH2:18][CH2:17][CH:11]1[CH2:16][CH2:15][CH2:14][CH2:13][CH2:12]1, predict the reactants needed to synthesize it. (6) The reactants are: [Br:1][C:2]1[CH:3]=[C:4]([NH2:9])[C:5]([Cl:8])=[N:6][CH:7]=1.C[Si]([N-][Si](C)(C)C)(C)C.[Na+].[Cl:20][C:21]1[CH:26]=[C:25]([F:27])[CH:24]=[CH:23][C:22]=1[S:28](Cl)(=[O:30])=[O:29]. Given the product [Br:1][C:2]1[CH:3]=[C:4]([NH:9][S:28]([C:22]2[CH:23]=[CH:24][C:25]([F:27])=[CH:26][C:21]=2[Cl:20])(=[O:30])=[O:29])[C:5]([Cl:8])=[N:6][CH:7]=1, predict the reactants needed to synthesize it. (7) Given the product [Br:1][C:2]1[CH:3]=[C:4]2[C:9](=[CH:10][CH:11]=1)[N:8]=[CH:7][C:6]([C:12]([CH:14]1[CH2:16][CH2:15]1)=[O:13])=[C:5]2[NH:29][C:26]1[CH:25]=[N:24][C:23]([NH:22][CH2:21][CH2:20][N:19]([CH3:30])[CH3:18])=[CH:28][CH:27]=1, predict the reactants needed to synthesize it. The reactants are: [Br:1][C:2]1[CH:3]=[C:4]2[C:9](=[CH:10][CH:11]=1)[N:8]=[CH:7][C:6]([C:12]([CH:14]1[CH2:16][CH2:15]1)=[O:13])=[C:5]2Cl.[CH3:18][N:19]([CH3:30])[CH2:20][CH2:21][NH:22][C:23]1[CH:28]=[CH:27][C:26]([NH2:29])=[CH:25][N:24]=1.